Regression. Given two drug SMILES strings and cell line genomic features, predict the synergy score measuring deviation from expected non-interaction effect. From a dataset of NCI-60 drug combinations with 297,098 pairs across 59 cell lines. (1) Drug 1: CC1=C(C=C(C=C1)NC2=NC=CC(=N2)N(C)C3=CC4=NN(C(=C4C=C3)C)C)S(=O)(=O)N.Cl. Drug 2: C1=CC(=C2C(=C1NCCNCCO)C(=O)C3=C(C=CC(=C3C2=O)O)O)NCCNCCO. Cell line: MDA-MB-435. Synergy scores: CSS=39.3, Synergy_ZIP=30.2, Synergy_Bliss=20.4, Synergy_Loewe=-5.37, Synergy_HSA=16.9. (2) Drug 1: C1CN1P(=S)(N2CC2)N3CC3. Drug 2: CC1=C(C=C(C=C1)C(=O)NC2=CC(=CC(=C2)C(F)(F)F)N3C=C(N=C3)C)NC4=NC=CC(=N4)C5=CN=CC=C5. Cell line: 786-0. Synergy scores: CSS=8.34, Synergy_ZIP=9.04, Synergy_Bliss=13.6, Synergy_Loewe=-10.3, Synergy_HSA=-1.25.